From a dataset of Catalyst prediction with 721,799 reactions and 888 catalyst types from USPTO. Predict which catalyst facilitates the given reaction. (1) Reactant: CC([CH:5]1[CH2:10][N:9]([CH2:11][CH2:12][F:13])[CH2:8][CH2:7][N:6]1C([O-])=O)(C)C.C([O-])([O-])=O.[K+].[K+]. Product: [F:13][CH2:12][CH2:11][N:9]1[CH2:10][CH2:5][NH:6][CH2:7][CH2:8]1. The catalyst class is: 240. (2) Reactant: [Si]([O:8][CH2:9][CH2:10][C@H:11]([NH2:19])[C:12]1[CH:17]=[CH:16][CH:15]=[CH:14][C:13]=1[F:18])(C(C)(C)C)(C)C.[C:20]1([C:39]2[CH:44]=[CH:43][CH:42]=[CH:41][CH:40]=2)[CH:25]=[CH:24][C:23]([CH:26]2[C:31]([CH3:33])([CH3:32])[O:30][C:29](OCC)=[N:28][S:27]2(=[O:38])=[O:37])=[CH:22][CH:21]=1. Product: [C:20]1([C:39]2[CH:40]=[CH:41][CH:42]=[CH:43][CH:44]=2)[CH:25]=[CH:24][C:23]([CH:26]2[C:31]([CH3:32])([CH3:33])[O:30][C:29]([NH:19][C@H:11]([C:12]3[CH:17]=[CH:16][CH:15]=[CH:14][C:13]=3[F:18])[CH2:10][CH2:9][OH:8])=[N:28][S:27]2(=[O:37])=[O:38])=[CH:22][CH:21]=1. The catalyst class is: 4.